From a dataset of Catalyst prediction with 721,799 reactions and 888 catalyst types from USPTO. Predict which catalyst facilitates the given reaction. (1) Reactant: Br[C:2]1[CH:3]=[C:4]2[C:8](=[CH:9][CH:10]=1)[C:7](=[O:11])[N:6]([CH3:12])[CH2:5]2.[B:13]1([B:13]2[O:17][C:16]([CH3:19])([CH3:18])[C:15]([CH3:21])([CH3:20])[O:14]2)[O:17][C:16]([CH3:19])([CH3:18])[C:15]([CH3:21])([CH3:20])[O:14]1.C([O-])(=O)C.[K+]. Product: [CH3:12][N:6]1[CH2:5][C:4]2[C:8](=[CH:9][CH:10]=[C:2]([B:13]3[O:17][C:16]([CH3:19])([CH3:18])[C:15]([CH3:21])([CH3:20])[O:14]3)[CH:3]=2)[C:7]1=[O:11]. The catalyst class is: 44. (2) Reactant: C(OC(=O)[NH:7][C:8]1[CH:13]=[C:12]([N:14]([CH:16]2[CH2:18][CH2:17]2)[CH3:15])[C:11]([C:19]([F:22])([F:21])[F:20])=[CH:10][C:9]=1[NH:23][C:24](=[O:36])[CH2:25][C:26]([C:28]1[CH:33]=[CH:32][N:31]=[C:30]([C:34]#[N:35])[CH:29]=1)=O)(C)(C)C.C(O)(C(F)(F)F)=O. Product: [CH:16]1([N:14]([CH3:15])[C:12]2[C:11]([C:19]([F:22])([F:21])[F:20])=[CH:10][C:9]3[NH:23][C:24](=[O:36])[CH2:25][C:26]([C:28]4[CH:33]=[CH:32][N:31]=[C:30]([C:34]#[N:35])[CH:29]=4)=[N:7][C:8]=3[CH:13]=2)[CH2:18][CH2:17]1. The catalyst class is: 2. (3) Reactant: [NH:1]1[CH:5]=[C:4]([C:6]2[CH:7]=[C:8]([CH:11]=[CH:12][CH:13]=2)[C:9]#[N:10])[N:3]=[N:2]1.C[O-].[Na+].[O-]S(C(F)(F)F)(=O)=O.F[N+:26]1[CH:31]=[CH:30][CH:29]=[CH:28][CH:27]=1. Product: [N:26]1[CH:31]=[CH:30][CH:29]=[CH:28][C:27]=1[N:2]1[N:3]=[C:4]([C:6]2[CH:7]=[C:8]([CH:11]=[CH:12][CH:13]=2)[C:9]#[N:10])[CH:5]=[N:1]1. The catalyst class is: 5. (4) Reactant: [CH2:1]([N:3]([CH2:17][CH3:18])[CH2:4][CH2:5][CH2:6][O:7][C:8]1[CH:13]=[CH:12][C:11]([N+:14]([O-])=O)=[CH:10][CH:9]=1)[CH3:2].C[N:20]([CH:22]=O)C.[CH2:24]([O:31][C:32]1[CH:37]=[CH:36][C:35]([C:38](=O)[CH2:39]Br)=[CH:34][CH:33]=1)[C:25]1[CH:30]=[CH:29][CH:28]=[CH:27][CH:26]=1. Product: [C:25]12([CH2:24][O:31][C:32]3[CH:37]=[CH:36][C:35]([C:38]4[N:20]=[C:22]([CH2:34][CH:35]([CH3:38])[CH3:36])[N:14]([C:11]5[CH:12]=[CH:13][C:8]([O:7][CH2:6][CH2:5][CH2:4][N:3]([CH2:17][CH3:18])[CH2:1][CH3:2])=[CH:9][CH:10]=5)[CH:39]=4)=[CH:34][CH:33]=3)[CH2:30][CH:29]3[CH2:24][CH:25]([CH2:30][CH:27]([CH2:28]3)[CH2:26]1)[CH2:26]2. The catalyst class is: 809. (5) The catalyst class is: 5. Product: [CH3:18][O:17][C:9]1[C:10]([O:15][CH3:16])=[CH:11][C:12]([O:13][CH3:14])=[C:7]([OH:1])[C:8]=1[OH:19]. Reactant: [OH-:1].[Na+].OCC([C:7]1[C:12]([O:13][CH3:14])=[CH:11][C:10]([O:15][CH3:16])=[C:9]([O:17][CH3:18])[CH:8]=1)=O.[OH:19]O.Cl.S([O-])([O-])=O.[Na+].[Na+]. (6) Reactant: [ClH:1].C([N:9]1[CH2:18][CH2:17][C:16]2[N:15]=[C:14]([C:19]([O:21][CH3:22])=[O:20])[CH:13]=[CH:12][C:11]=2[CH2:10]1)C1C=CC=CC=1. Product: [ClH:1].[N:15]1[C:16]2[CH2:17][CH2:18][NH:9][CH2:10][C:11]=2[CH:12]=[CH:13][C:14]=1[C:19]([O:21][CH3:22])=[O:20]. The catalyst class is: 293. (7) Reactant: Cl.Cl.[NH2:3][C:4]1[NH:5][C:6]2[NH:7][CH2:8][CH:9]([CH:15]([OH:19])[CH:16]([OH:18])[CH3:17])[NH:10][C:11]=2[C:12](=[O:14])[N:13]=1.Cl[C:21]([O:23][CH2:24][C:25]1[CH:30]=[CH:29][CH:28]=[CH:27][CH:26]=1)=[O:22]. Product: [CH2:24]([O:23][C:21]([N:10]1[CH:9]([CH:15]([OH:19])[CH:16]([OH:18])[CH3:17])[CH2:8][NH:7][C:6]2[NH:5][C:4]([NH2:3])=[N:13][C:12](=[O:14])[C:11]1=2)=[O:22])[C:25]1[CH:30]=[CH:29][CH:28]=[CH:27][CH:26]=1. The catalyst class is: 17.